This data is from Reaction yield outcomes from USPTO patents with 853,638 reactions. The task is: Predict the reaction yield, written as a fraction of the theoretical maximum amount of product (1.0 means a 100% yield; for example, 0.34 means a 34% yield). (1) The reactants are [NH2:1][C@@H:2]1[CH2:11][C:10]2[C:5](=[C:6]([S:13]([NH:16][C:17]3[CH:22]=[CH:21][CH:20]=[CH:19][CH:18]=3)(=[O:15])=[O:14])[CH:7]=[C:8]([Cl:12])[CH:9]=2)[O:4][CH2:3]1.Br[CH2:24][CH2:25][CH2:26][CH2:27]Br.CCN(C(C)C)C(C)C.[I-].[K+]. The catalyst is C1(C)C=CC=CC=1. The product is [Cl:12][C:8]1[CH:9]=[C:10]2[C:5](=[C:6]([S:13]([NH:16][C:17]3[CH:18]=[CH:19][CH:20]=[CH:21][CH:22]=3)(=[O:14])=[O:15])[CH:7]=1)[O:4][CH2:3][C@H:2]([N:1]1[CH2:27][CH2:26][CH2:25][CH2:24]1)[CH2:11]2. The yield is 0.130. (2) The reactants are [C:1]([O:11][CH2:12][CH3:13])(=[O:10])[CH:2]=[CH:3][C:4]1[CH:9]=[CH:8][CH:7]=[CH:6][CH:5]=1. The catalyst is [Pd].CO. The product is [C:4]1([CH2:3][CH2:2][C:1]([O:11][CH2:12][CH3:13])=[O:10])[CH:9]=[CH:8][CH:7]=[CH:6][CH:5]=1. The yield is 0.990. (3) The catalyst is C1(C)C=CC=CC=1. The yield is 0.300. The product is [C:1]1([CH2:7][N:8]2[C:16](=[O:15])[N:11]3[CH2:10][CH:9]2[CH2:14][CH2:13][CH2:12]3)[CH:2]=[CH:3][CH:4]=[CH:5][CH:6]=1. The reactants are [C:1]1([CH2:7][NH:8][CH:9]2[CH2:14][CH2:13][CH2:12][NH:11][CH2:10]2)[CH:6]=[CH:5][CH:4]=[CH:3][CH:2]=1.[O:15]=[C:16](Cl)OC(Cl)(Cl)Cl. (4) The reactants are C(O[C:9](=O)[N:10]([C:12]1[CH:17]=[CH:16][C:15]([O:18][Si:19]([C:22]([CH3:25])([CH3:24])[CH3:23])([CH3:21])[CH3:20])=[CH:14][C:13]=1[CH3:26])C)C1C=CC=CC=1. The catalyst is [Pd].CO. The product is [C:22]([Si:19]([CH3:21])([CH3:20])[O:18][C:15]1[CH:16]=[CH:17][C:12]([NH:10][CH3:9])=[C:13]([CH3:26])[CH:14]=1)([CH3:25])([CH3:24])[CH3:23]. The yield is 0.810. (5) The reactants are [Cl:1][C:2]1[CH:7]=[CH:6][CH:5]=[C:4]([F:8])[C:3]=1[OH:9].C(=O)([O-])[O-].[K+].[K+].Cl[C:17]([F:22])([F:21])C([O-])=O.[Na+]. The catalyst is CN(C)C=O.O.Cl.C(OCC)C. The product is [Cl:1][C:2]1[CH:7]=[CH:6][CH:5]=[C:4]([F:8])[C:3]=1[O:9][CH:17]([F:22])[F:21]. The yield is 0.410. (6) The reactants are Cl[CH2:2][C:3]1[CH:12]=[CH:11][C:6]2[O:7][CH2:8][CH2:9][O:10][C:5]=2[CH:4]=1.[C-:13]#[N:14].[Na+].O. The catalyst is CS(C)=O. The product is [O:7]1[CH2:8][CH2:9][O:10][C:5]2[CH:4]=[C:3]([CH2:2][C:13]#[N:14])[CH:12]=[CH:11][C:6]1=2. The yield is 0.860.